Dataset: Reaction yield outcomes from USPTO patents with 853,638 reactions. Task: Predict the reaction yield, written as a fraction of the theoretical maximum amount of product (1.0 means a 100% yield; for example, 0.34 means a 34% yield). (1) The reactants are [N:1]1[CH:6]=[CH:5][CH:4]=[CH:3][C:2]=1[C:7]([CH:9]=O)=O.C(=O)(O)O.[NH2:15][NH:16][C:17]([NH2:19])=[NH:18]. The catalyst is CCO. The product is [N:1]1[CH:6]=[CH:5][CH:4]=[CH:3][C:2]=1[C:7]1[N:18]=[C:17]([NH2:19])[N:16]=[N:15][CH:9]=1. The yield is 0.0800. (2) The reactants are [OH:1][C:2]([CH3:16])([CH3:15])[CH2:3][O:4][C:5]1[C:12]([CH3:13])=[CH:11][C:8]([C:9]#[N:10])=[CH:7][C:6]=1[CH3:14].N1C=CN=C1.[Si:22](Cl)([C:25]([CH3:28])([CH3:27])[CH3:26])([CH3:24])[CH3:23].O. The catalyst is CN(C=O)C. The product is [Si:22]([O:1][C:2]([CH3:16])([CH3:15])[CH2:3][O:4][C:5]1[C:12]([CH3:13])=[CH:11][C:8]([C:9]#[N:10])=[CH:7][C:6]=1[CH3:14])([C:25]([CH3:28])([CH3:27])[CH3:26])([CH3:24])[CH3:23]. The yield is 0.540. (3) The reactants are [Cl:1][C:2]1[N:3]=[C:4]([C:9]([NH:11][CH:12]2[CH2:15][N:14]([C:16]3[CH:17]=[C:18]([CH:24]=[CH:25][CH:26]=3)[C:19]([O:21]CC)=[O:20])[CH2:13]2)=[O:10])[NH:5][C:6]=1[CH2:7][CH3:8].[OH-].[Li+].O. The catalyst is CO. The product is [Cl:1][C:2]1[N:3]=[C:4]([C:9]([NH:11][CH:12]2[CH2:15][N:14]([C:16]3[CH:17]=[C:18]([CH:24]=[CH:25][CH:26]=3)[C:19]([OH:21])=[O:20])[CH2:13]2)=[O:10])[NH:5][C:6]=1[CH2:7][CH3:8]. The yield is 0.130. (4) The reactants are [CH3:1][C:2]1[C:3]([C:28]2[CH:33]=[CH:32][CH:31]=[CH:30][CH:29]=2)=[C:4]([O:14][C:15]2[CH:20]=[CH:19][C:18]([O:21][CH2:22][C:23]([O:25]CC)=[O:24])=[CH:17][CH:16]=2)[C:5]2[C:10]([CH:11]=1)=[CH:9][C:8]([O:12][CH3:13])=[CH:7][CH:6]=2.CCO.[OH-].[Na+].Cl. The catalyst is C1COCC1. The product is [CH3:1][C:2]1[C:3]([C:28]2[CH:33]=[CH:32][CH:31]=[CH:30][CH:29]=2)=[C:4]([O:14][C:15]2[CH:16]=[CH:17][C:18]([O:21][CH2:22][C:23]([OH:25])=[O:24])=[CH:19][CH:20]=2)[C:5]2[C:10]([CH:11]=1)=[CH:9][C:8]([O:12][CH3:13])=[CH:7][CH:6]=2. The yield is 0.970. (5) The reactants are [CH2:1]([C:4]1[CH:9]=[C:8]([C:10]2[S:11][CH:12]=[C:13]([C:15]3[CH:20]=[CH:19][C:18]([NH2:21])=[CH:17][CH:16]=3)[N:14]=2)[CH:7]=[CH:6][N:5]=1)[CH2:2][CH3:3].[C:22]([O:26][C:27](O[C:27]([O:26][C:22]([CH3:25])([CH3:24])[CH3:23])=[O:28])=[O:28])([CH3:25])([CH3:24])[CH3:23]. The catalyst is CN(C)C1C=CN=CC=1.C1COCC1. The product is [CH2:1]([C:4]1[CH:9]=[C:8]([C:10]2[S:11][CH:12]=[C:13]([C:15]3[CH:16]=[CH:17][C:18]([NH:21][C:27](=[O:28])[O:26][C:22]([CH3:25])([CH3:24])[CH3:23])=[CH:19][CH:20]=3)[N:14]=2)[CH:7]=[CH:6][N:5]=1)[CH2:2][CH3:3]. The yield is 0.430. (6) The reactants are CO[C:3]([C:5]1[CH:14]=[CH:13][C:8]2[NH:9][C:10](=[S:12])[NH:11][C:7]=2[CH:6]=1)=[O:4].Br[CH2:16][CH2:17][CH2:18]Br.Cl.[OH-].[Na+]. The catalyst is C(O)C.CN(C=O)C. The product is [S:12]1[C:10]2[N:11]([C:7]3[C:8]([N:9]=2)=[CH:13][CH:14]=[C:5]([CH2:3][OH:4])[CH:6]=3)[CH2:18][CH2:17][CH2:16]1. The yield is 0.680. (7) The reactants are [CH3:1][O:2][C:3]([CH:5]1[CH2:10][CH2:9][CH:8]([CH:11]([CH3:13])[CH3:12])[CH2:7][CH2:6]1)=[O:4].[Li+].[CH3:15][CH:16]([N-]C(C)C)C.ICC. The catalyst is C1COCC1. The product is [CH3:1][O:2][C:3]([C:5]1([CH2:15][CH3:16])[CH2:10][CH2:9][CH:8]([CH:11]([CH3:13])[CH3:12])[CH2:7][CH2:6]1)=[O:4]. The yield is 0.780.